From a dataset of Full USPTO retrosynthesis dataset with 1.9M reactions from patents (1976-2016). Predict the reactants needed to synthesize the given product. (1) Given the product [F:1][C:2]1[C:16]([C:22]#[C:21][CH3:23])=[CH:15][C:5]([O:6][C:7]2[C:8]([NH2:14])=[N:9][C:10]([NH2:13])=[N:11][CH:12]=2)=[C:4]([CH:18]([CH3:20])[CH3:19])[CH:3]=1, predict the reactants needed to synthesize it. The reactants are: [F:1][C:2]1[C:16](I)=[CH:15][C:5]([O:6][C:7]2[C:8]([NH2:14])=[N:9][C:10]([NH2:13])=[N:11][CH:12]=2)=[C:4]([CH:18]([CH3:20])[CH3:19])[CH:3]=1.[C:21]([C:23]1C(F)=CC(C(C)C)=C(C=1)OC1C(N)=NC(N)=NC=1)#[CH:22]. (2) Given the product [CH2:18]([C:19]1([CH2:20][CH3:21])[N:2]([CH3:1])[C:3]2[CH:7]=[C:6]([C:8]3[CH:13]=[CH:12][N:11]=[CH:10][CH:9]=3)[S:5][C:4]=2[C:14](=[O:15])[NH:16]1)[CH3:17], predict the reactants needed to synthesize it. The reactants are: [CH3:1][NH:2][C:3]1[CH:7]=[C:6]([C:8]2[CH:13]=[CH:12][N:11]=[CH:10][CH:9]=2)[S:5][C:4]=1[C:14]([NH2:16])=[O:15].[CH3:17][CH2:18][C:19](=O)[CH2:20][CH3:21].O.C1(C)C=CC(S(O)(=O)=O)=CC=1.C(=O)([O-])O.[Na+]. (3) Given the product [F:16][C:15]([F:17])([F:18])[CH2:14][N:9]([CH2:10][C:11]1[O:12][N:26]=[C:25]([C:27]2[CH:28]=[N:29][C:30]([C:33]([F:36])([F:34])[F:35])=[CH:31][CH:32]=2)[N:24]=1)[C:6]1[CH:7]=[CH:8][C:3]([C:1]#[N:2])=[C:4]([C:19]([F:21])([F:20])[F:22])[CH:5]=1, predict the reactants needed to synthesize it. The reactants are: [C:1]([C:3]1[CH:8]=[CH:7][C:6]([N:9]([CH2:14][C:15]([F:18])([F:17])[F:16])[CH2:10][C:11](O)=[O:12])=[CH:5][C:4]=1[C:19]([F:22])([F:21])[F:20])#[N:2].O[NH:24][C:25]([C:27]1[CH:28]=[N:29][C:30]([C:33]([F:36])([F:35])[F:34])=[CH:31][CH:32]=1)=[NH:26]. (4) Given the product [N:1]1[CH:6]=[CH:5][CH:4]=[CH:3][C:2]=1[C:7]1[S:11][C:10]([S:12]([NH:16][C:17]2[CH:18]=[C:19]([CH:23]=[CH:24][CH:25]=2)[C:20]([OH:22])=[O:21])(=[O:14])=[O:13])=[CH:9][CH:8]=1, predict the reactants needed to synthesize it. The reactants are: [N:1]1[CH:6]=[CH:5][CH:4]=[CH:3][C:2]=1[C:7]1[S:11][C:10]([S:12](Cl)(=[O:14])=[O:13])=[CH:9][CH:8]=1.[NH2:16][C:17]1[CH:18]=[C:19]([CH:23]=[CH:24][CH:25]=1)[C:20]([OH:22])=[O:21]. (5) Given the product [Cl:38][C:39]1[CH:40]=[C:41]([C:45]2[S:47][C:2]([C:15]3[CH:16]=[C:17]([C:21]4[CH:22]=[C:23]([C:31]([CH3:37])([S:33]([CH3:36])(=[O:35])=[O:34])[CH3:32])[CH:24]=[C:25]5[C:30]=4[N:29]=[CH:28][CH:27]=[CH:26]5)[CH:18]=[CH:19][CH:20]=3)=[C:3]([C:5]3[CH:10]=[CH:9][C:8]([S:11]([CH3:14])(=[O:13])=[O:12])=[CH:7][CH:6]=3)[N:46]=2)[CH:42]=[CH:43][CH:44]=1, predict the reactants needed to synthesize it. The reactants are: Br[CH:2]([C:15]1[CH:20]=[CH:19][CH:18]=[C:17]([C:21]2[CH:22]=[C:23]([C:31]([CH3:37])([S:33]([CH3:36])(=[O:35])=[O:34])[CH3:32])[CH:24]=[C:25]3[C:30]=2[N:29]=[CH:28][CH:27]=[CH:26]3)[CH:16]=1)[C:3]([C:5]1[CH:10]=[CH:9][C:8]([S:11]([CH3:14])(=[O:13])=[O:12])=[CH:7][CH:6]=1)=O.[Cl:38][C:39]1[CH:40]=[C:41]([C:45](=[S:47])[NH2:46])[CH:42]=[CH:43][CH:44]=1. (6) Given the product [Br:1][C:2]1[CH:3]=[C:4](/[C:9](/[CH3:29])=[CH:10]/[CH2:11][O:12][C:13]2[CH:18]=[CH:17][C:16]([CH2:19][C@H:20]([O:26][CH2:27][CH3:28])[C:21]([OH:23])=[O:22])=[CH:15][CH:14]=2)[CH:5]=[C:6]([Br:8])[CH:7]=1, predict the reactants needed to synthesize it. The reactants are: [Br:1][C:2]1[CH:3]=[C:4](/[C:9](/[CH3:29])=[CH:10]/[CH2:11][O:12][C:13]2[CH:18]=[CH:17][C:16]([CH2:19][C@H:20]([O:26][CH2:27][CH3:28])[C:21]([O:23]CC)=[O:22])=[CH:15][CH:14]=2)[CH:5]=[C:6]([Br:8])[CH:7]=1.[OH-].[Na+]. (7) Given the product [F:34][C:33]([F:36])([F:35])[C:31]([OH:37])=[O:32].[C:18]1([S:15]([N:10]2[C:11]3[CH:12]=[CH:13][CH:14]=[C:6]4[CH2:5][NH:4][CH2:3][C:2](=[O:1])[C:8]([C:7]=34)=[CH:9]2)(=[O:17])=[O:16])[CH:19]=[CH:20][CH:21]=[CH:22][CH:23]=1, predict the reactants needed to synthesize it. The reactants are: [O:1]=[C:2]1[C:8]2=[CH:9][N:10]([S:15]([C:18]3[CH:23]=[CH:22][CH:21]=[CH:20][CH:19]=3)(=[O:17])=[O:16])[C:11]3[CH:12]=[CH:13][CH:14]=[C:6]([C:7]=32)[CH2:5][N:4](C(OC(C)(C)C)=O)[CH2:3]1.[C:31]([OH:37])([C:33]([F:36])([F:35])[F:34])=[O:32]. (8) Given the product [CH2:57]([N:64]1[CH2:68][CH2:67][CH:66]([OH:69])[CH2:65]1)[C:58]1[CH:59]=[CH:60][CH:61]=[CH:62][CH:63]=1, predict the reactants needed to synthesize it. The reactants are: O=C[C@@H]([C@H]([C@@H]([C@@H](CO)O)O)O)O.C1N=C(N)C2N=CN([C@@H]3O[C@H](COP(OP(OC[C@H]4O[C@@H](N5C=C(C(N)=O)CC=C5)[C@H](O)[C@@H]4O)(O)=O)(O)=O)[C@@H](O)[C@H]3O)C=2N=1.[CH2:57]([N:64]1[CH2:68][CH2:67][C:66](=[O:69])[CH2:65]1)[C:58]1[CH:63]=[CH:62][CH:61]=[CH:60][CH:59]=1.Cl.[OH-].[Na+]. (9) Given the product [Cl:5][CH2:4][CH2:3][CH2:2][O:15][C:12]1[CH:13]=[CH:14][C:9]([O:8][C:7]([F:6])([F:16])[F:17])=[CH:10][CH:11]=1, predict the reactants needed to synthesize it. The reactants are: Br[CH2:2][CH2:3][CH2:4][Cl:5].[F:6][C:7]([F:17])([F:16])[O:8][C:9]1[CH:14]=[CH:13][C:12]([OH:15])=[CH:11][CH:10]=1.C(=O)([O-])[O-].[K+].[K+].